This data is from Full USPTO retrosynthesis dataset with 1.9M reactions from patents (1976-2016). The task is: Predict the reactants needed to synthesize the given product. Given the product [CH3:30][NH:31][C:23]([C:21]1[CH:20]=[CH:19][C:16]2[N:17]([CH3:18])[C:13]([NH:12][C:10]3[S:11][C:7]4[CH:6]=[C:5]([S:2]([CH3:1])(=[O:3])=[O:4])[CH:27]=[CH:26][C:8]=4[N:9]=3)=[N:14][C:15]=2[CH:22]=1)=[O:25], predict the reactants needed to synthesize it. The reactants are: [CH3:1][S:2]([C:5]1[CH:27]=[CH:26][C:8]2[N:9]=[C:10]([NH:12][C:13]3[N:17]([CH3:18])[C:16]4[CH:19]=[CH:20][C:21]([C:23]([OH:25])=O)=[CH:22][C:15]=4[N:14]=3)[S:11][C:7]=2[CH:6]=1)(=[O:4])=[O:3].CN.[CH3:30][N:31](C(ON1N=NC2C=CC=CC1=2)=[N+](C)C)C.F[P-](F)(F)(F)(F)F.CCN(C(C)C)C(C)C.